This data is from Forward reaction prediction with 1.9M reactions from USPTO patents (1976-2016). The task is: Predict the product of the given reaction. (1) Given the reactants [CH2:1]([O:3][C:4](=[O:33])[C:5](=O)[CH2:6][C:7]([C:9]1[CH:10]=[C:11]2[C:15](=[CH:16][CH:17]=1)[N:14]([CH3:18])[C:13]1[N:19]([CH3:31])[C:20](=[O:30])[C:21]([C:23]3[CH:28]=[CH:27][C:26]([Br:29])=[CH:25][CH:24]=3)=[CH:22][C:12]2=1)=O)[CH3:2].O.[NH2:35][NH2:36], predict the reaction product. The product is: [CH2:1]([O:3][C:4]([C:5]1[CH:6]=[C:7]([C:9]2[CH:10]=[C:11]3[C:15](=[CH:16][CH:17]=2)[N:14]([CH3:18])[C:13]2[N:19]([CH3:31])[C:20](=[O:30])[C:21]([C:23]4[CH:24]=[CH:25][C:26]([Br:29])=[CH:27][CH:28]=4)=[CH:22][C:12]3=2)[NH:36][N:35]=1)=[O:33])[CH3:2]. (2) Given the reactants C(OC(=O)[NH:7][C:8]1[CH:13]=[CH:12][C:11]([N:14]2[CH:18]=[CH:17][CH:16]=[CH:15]2)=[CH:10][C:9]=1[NH2:19])(C)(C)C.C(O[C:26](=[O:42])[CH2:27][C:28]([C:30]1[CH:35]=[CH:34][CH:33]=[C:32]([C:36]2[O:40][N:39]=[C:38]([CH3:41])[CH:37]=2)[CH:31]=1)=O)(C)(C)C.C(O)(C(F)(F)F)=O, predict the reaction product. The product is: [CH3:41][C:38]1[CH:37]=[C:36]([C:32]2[CH:31]=[C:30]([C:28]3[CH2:27][C:26](=[O:42])[NH:19][C:9]4[CH:10]=[C:11]([N:14]5[CH:18]=[CH:17][CH:16]=[CH:15]5)[CH:12]=[CH:13][C:8]=4[N:7]=3)[CH:35]=[CH:34][CH:33]=2)[O:40][N:39]=1. (3) Given the reactants Br[C:2]1[CH:3]=[C:4]([CH:27]=[CH:28][CH:29]=1)[CH2:5][N:6]1[C:14]2[C:9](=[CH:10][C:11]([NH:15][C:16]3[CH:25]=[CH:24][C:23]([Cl:26])=[CH:22][C:17]=3[C:18]([O:20][CH3:21])=[O:19])=[CH:12][CH:13]=2)[CH:8]=[CH:7]1.C(=O)([O-])[O-].[Cs+].[Cs+].C1(P(C2CCCCC2)C2C=CC=CC=2C2C(C(C)C)=CC(C(C)C)=CC=2C(C)C)CCCCC1.C(OCC)(=O)C.[NH:76]1[CH2:81][CH2:80][O:79][CH2:78][CH2:77]1, predict the reaction product. The product is: [Cl:26][C:23]1[CH:24]=[CH:25][C:16]([NH:15][C:11]2[CH:10]=[C:9]3[C:14](=[CH:13][CH:12]=2)[N:6]([CH2:5][C:4]2[CH:27]=[CH:28][CH:29]=[C:2]([N:76]4[CH2:81][CH2:80][O:79][CH2:78][CH2:77]4)[CH:3]=2)[CH:7]=[CH:8]3)=[C:17]([CH:22]=1)[C:18]([O:20][CH3:21])=[O:19]. (4) Given the reactants [BH3:1].[CH3:2][C:3](=[CH:5][CH3:6])[CH3:4].[CH2:7]=[C:8]1[CH2:14]C2N(CC3C=CC=CC=3)[CH:10](CC2)[CH2:9]1.OO.Cl, predict the reaction product. The product is: [CH:5]([BH:1][CH:9]([CH:8]([CH3:14])[CH3:7])[CH3:10])([CH:3]([CH3:4])[CH3:2])[CH3:6]. (5) Given the reactants [F:1][C:2]1[C:7]([NH:8][C:9]([NH2:11])=[S:10])=[CH:6][CH:5]=[CH:4][N:3]=1.Br.Br[CH2:14][C:15]([C:17]1[S:21][C:20]([NH:22][C:23](=[O:25])[CH3:24])=[N:19][C:18]=1[CH3:26])=O.O, predict the reaction product. The product is: [F:1][C:2]1[C:7]([NH:8][C:9]2[S:10][CH:14]=[C:15]([C:17]3[S:21][C:20]([NH:22][C:23](=[O:25])[CH3:24])=[N:19][C:18]=3[CH3:26])[N:11]=2)=[CH:6][CH:5]=[CH:4][N:3]=1. (6) Given the reactants [Cl:1][C:2]1[CH:3]=[C:4]([C:8]#[CH:9])[CH:5]=[CH:6][CH:7]=1.[CH2:10]([O:12][C:13]([N:15]1[CH2:20][CH2:19][NH:18][CH2:17][CH2:16]1)=[O:14])[CH3:11].[CH3:21][CH:22]([CH3:25])[CH:23]=O, predict the reaction product. The product is: [CH2:10]([O:12][C:13]([N:15]1[CH2:16][CH2:17][N:18]([CH:21]([CH:22]([CH3:25])[CH3:23])[C:9]#[C:8][C:4]2[CH:5]=[CH:6][CH:7]=[C:2]([Cl:1])[CH:3]=2)[CH2:19][CH2:20]1)=[O:14])[CH3:11]. (7) Given the reactants [NH2:1][C:2]1[CH:22]=[C:21]([O:23][CH3:24])[CH:20]=[CH:19][C:3]=1[CH2:4][NH:5][CH:6]1[CH2:11][CH2:10][N:9]([CH2:12][C:13]2[CH:18]=[CH:17][CH:16]=[CH:15][CH:14]=2)[CH2:8][CH2:7]1.C1N=CN([C:30](N2C=NC=C2)=[O:31])C=1.CN(C)C=O.[K+].[Br-], predict the reaction product. The product is: [CH3:24][O:23][C:21]1[CH:22]=[C:2]2[C:3]([CH2:4][N:5]([CH:6]3[CH2:11][CH2:10][N:9]([CH2:12][C:13]4[CH:18]=[CH:17][CH:16]=[CH:15][CH:14]=4)[CH2:8][CH2:7]3)[C:30](=[O:31])[NH:1]2)=[CH:19][CH:20]=1.